This data is from Forward reaction prediction with 1.9M reactions from USPTO patents (1976-2016). The task is: Predict the product of the given reaction. (1) Given the reactants [N:1]1[C:2]([CH2:10][N:11]([CH:24]2[C:33]3[N:32]=[CH:31][CH:30]=[CH:29][C:28]=3[CH2:27][CH2:26][CH2:25]2)[CH2:12][CH2:13][CH2:14][CH2:15][NH:16]C(=O)OC(C)(C)C)=[CH:3][N:4]2[CH:9]=[CH:8][CH:7]=[CH:6][C:5]=12.FC(F)(F)C(O)=O, predict the reaction product. The product is: [N:1]1[C:2]([CH2:10][N:11]([CH:24]2[C:33]3[N:32]=[CH:31][CH:30]=[CH:29][C:28]=3[CH2:27][CH2:26][CH2:25]2)[CH2:12][CH2:13][CH2:14][CH2:15][NH2:16])=[CH:3][N:4]2[CH:9]=[CH:8][CH:7]=[CH:6][C:5]=12. (2) Given the reactants C([O:3][C:4](=O)[CH2:5][C:6]([C@H:8]1[CH2:13][CH2:12][N:11]([C:14]([O:16][CH3:17])=[O:15])[C@@H:10]([C:18]2[CH:23]=[C:22]([F:24])[C:21]([F:25])=[C:20]([F:26])[CH:19]=2)[CH2:9]1)=[O:7])C.[OH-].[Na+].[NH2:30]O.Cl, predict the reaction product. The product is: [O:3]=[C:4]1[CH:5]=[C:6]([C@H:8]2[CH2:13][CH2:12][N:11]([C:14]([O:16][CH3:17])=[O:15])[C@@H:10]([C:18]3[CH:23]=[C:22]([F:24])[C:21]([F:25])=[C:20]([F:26])[CH:19]=3)[CH2:9]2)[O:7][NH:30]1. (3) Given the reactants [CH3:1][O:2][C:3](=[O:17])[C:4]1[CH:9]=[C:8]([N:10]2[CH2:14][CH2:13][CH2:12][C:11]2=[O:15])[CH:7]=[C:6]([OH:16])[CH:5]=1.C([O-])([O-])=O.[K+].[K+].[CH2:24](I)[CH3:25], predict the reaction product. The product is: [CH3:1][O:2][C:3](=[O:17])[C:4]1[CH:9]=[C:8]([N:10]2[CH2:14][CH2:13][CH2:12][C:11]2=[O:15])[CH:7]=[C:6]([O:16][CH2:24][CH3:25])[CH:5]=1. (4) Given the reactants [OH:1][C:2]1[CH:6]([C:7]2[CH:12]=[CH:11][CH:10]=[CH:9][CH:8]=2)[CH2:5][C:4](=[O:13])[CH:3]=1.[CH:14](=O)[C:15]1[CH:20]=[CH:19][CH:18]=[CH:17][CH:16]=1.[CH2:22]([C:24]1[CH:32]=[C:31]2[C:27]([C:28]([CH2:33][CH2:34][NH2:35])=[CH:29][NH:30]2)=[CH:26][CH:25]=1)[CH3:23], predict the reaction product. The product is: [NH2:35][CH2:34][CH2:33][C:28]1[C:27]2[C:31](=[CH:32][C:24]([CH2:22][CH3:23])=[CH:25][CH:26]=2)[NH:30][C:29]=1[CH:14]([C:15]1[CH:20]=[CH:19][CH:18]=[CH:17][CH:16]=1)[C:3]1[C:4](=[O:13])[CH2:5][CH:6]([C:7]2[CH:12]=[CH:11][CH:10]=[CH:9][CH:8]=2)[C:2]=1[OH:1]. (5) The product is: [CH2:1]([NH:19][C:37]1[N:39]=[C:40]([NH:19][CH2:1][CH2:2][CH2:3][CH2:4][CH2:5][CH2:6][CH2:7][CH2:8][CH2:9][CH2:10][CH2:11][CH2:12][CH2:13][CH2:14][CH2:15][CH2:16][CH2:17][CH3:18])[N:42]=[C:43]([NH:19][CH2:1][CH2:2][CH2:3][CH2:4][CH2:5][CH2:6][CH2:7][CH2:8][CH2:9][CH2:10][CH2:11][CH2:12][CH2:13][CH2:31][CH2:32][CH2:28][CH2:27][CH3:26])[N:36]=1)[CH2:2][CH2:3][CH2:4][CH2:5][CH2:6][CH2:7][CH2:8][CH2:9][CH2:10][CH2:11][CH2:12][CH2:13][CH2:14][CH2:15][CH2:16][CH2:17][CH3:18]. Given the reactants [CH2:1]([NH2:19])[CH2:2][CH2:3][CH2:4][CH2:5][CH2:6][CH2:7][CH2:8][CH2:9][CH2:10][CH2:11][CH2:12][CH2:13][CH2:14][CH2:15][CH2:16][CH2:17][CH3:18].COCCCO[CH2:26][CH2:27][CH2:28]OC.[C:31]([O-])(=O)[CH3:32].[Na+].[N:36]1[C:43](Cl)=[N:42][C:40](Cl)=[N:39][C:37]=1Cl, predict the reaction product. (6) Given the reactants O=[CH:2][CH2:3][CH2:4][CH2:5][CH2:6][CH2:7][NH:8][C:9](=[O:15])[O:10][C:11]([CH3:14])([CH3:13])[CH3:12].[Li]CCCC.[CH3:21][CH2:22][O:23][C:24]([CH:26](P(OCC)(OCC)=O)[F:27])=[O:25].[Cl-].[NH4+], predict the reaction product. The product is: [C:11]([O:10][C:9]([NH:8][CH2:7][CH2:6][CH2:5][CH2:4][CH2:3]/[CH:2]=[C:26](\[F:27])/[C:24]([O:23][CH2:22][CH3:21])=[O:25])=[O:15])([CH3:14])([CH3:13])[CH3:12]. (7) Given the reactants FC1C(O[C:9](=[O:24])[C:10]2[CH:15]=[CH:14][CH:13]=[CH:12][C:11]=2[NH:16][CH2:17][C:18]2[CH:23]=[CH:22][N:21]=[CH:20][CH:19]=2)=C(F)C(F)=C(F)C=1F.[CH3:29][C:30]1[CH2:34][CH:33]([CH2:35][O:36][NH2:37])[O:32][N:31]=1, predict the reaction product. The product is: [CH3:29][C:30]1[CH2:34][CH:33]([CH2:35][O:36][NH:37][C:9](=[O:24])[C:10]2[CH:15]=[CH:14][CH:13]=[CH:12][C:11]=2[NH:16][CH2:17][C:18]2[CH:19]=[CH:20][N:21]=[CH:22][CH:23]=2)[O:32][N:31]=1.